Predict hERG channel inhibition at various concentrations. From a dataset of hERG Central: cardiac toxicity at 1µM, 10µM, and general inhibition. The drug is COC(=O)C1=C(N)Oc2cc(C)n(CCCn3ccnc3)c(=O)c2C1c1ccc(Cl)cc1. Results: hERG_inhib (hERG inhibition (general)): blocker.